From a dataset of Forward reaction prediction with 1.9M reactions from USPTO patents (1976-2016). Predict the product of the given reaction. (1) Given the reactants [NH2:1][C:2]1[N:7]=[CH:6][N:5]=[C:4]2[NH:8][N:9]=[CH:10][C:3]=12.[I:11]NC(=O)CCC(N)=O, predict the reaction product. The product is: [I:11][C:10]1[C:3]2[C:4](=[N:5][CH:6]=[N:7][C:2]=2[NH2:1])[NH:8][N:9]=1. (2) Given the reactants [NH:1]1[C:9]2[C:4](=[CH:5][CH:6]=[CH:7][N:8]=2)[C:3]([C:10](=[O:14])[C:11]([O-:13])=O)=[CH:2]1.[K+].[CH3:16][C@H:17]1[NH:22][CH2:21][CH2:20][N:19]([C:23](=[O:30])[C:24]2[CH:29]=[CH:28][CH:27]=[CH:26][CH:25]=2)[CH2:18]1.C(OP(ON1C(=O)C2C=CC=CC=2N=N1)(OCC)=O)C.CCN(C(C)C)C(C)C, predict the reaction product. The product is: [C:23]([N:19]1[CH2:20][CH2:21][NH:22][C@@:17]([CH3:16])([C:11](=[O:13])[C:10]([C:3]2[C:4]3[C:9](=[N:8][CH:7]=[CH:6][CH:5]=3)[NH:1][CH:2]=2)=[O:14])[CH2:18]1)(=[O:30])[C:24]1[CH:25]=[CH:26][CH:27]=[CH:28][CH:29]=1. (3) Given the reactants C[O:2][C:3](=[O:38])[C@H:4]([N:8]1[CH2:16][C:15]2[C:10](=[CH:11][C:12]([C:17]3[CH:22]=[CH:21][C:20]([NH:23][C:24]([NH:26][C:27]4[CH:32]=[CH:31][CH:30]=[C:29]([C:33]([F:36])([F:35])[F:34])[CH:28]=4)=[O:25])=[CH:19][CH:18]=3)=[CH:13][CH:14]=2)[C:9]1=[O:37])[CH:5]([CH3:7])[CH3:6].CO.[Li+].[OH-].Cl, predict the reaction product. The product is: [CH3:6][CH:5]([CH3:7])[C@@H:4]([N:8]1[CH2:16][C:15]2[C:10](=[CH:11][C:12]([C:17]3[CH:22]=[CH:21][C:20]([NH:23][C:24]([NH:26][C:27]4[CH:32]=[CH:31][CH:30]=[C:29]([C:33]([F:36])([F:34])[F:35])[CH:28]=4)=[O:25])=[CH:19][CH:18]=3)=[CH:13][CH:14]=2)[C:9]1=[O:37])[C:3]([OH:38])=[O:2]. (4) Given the reactants [CH2:1]([O:3][C:4]([C:6]1[C:11](C)=[CH:10][N:9]=[C:8](Cl)[CH:7]=1)=[O:5])C.[ClH:14].[Cl:15][C:16]1[CH:21]=[CH:20][C:19]([C@H:22]([NH2:25])[CH2:23][CH3:24])=[CH:18][C:17]=1[CH3:26].[CH3:27]C(C)([O-])C.[Na+].C1C=CC(P(C2C(C3C(P(C4C=CC=CC=4)C4C=CC=CC=4)=CC=C4C=3C=CC=C4)=C3C(C=CC=C3)=CC=2)C2C=CC=CC=2)=CC=1, predict the reaction product. The product is: [Cl:14][C:11]1[C:6]([CH:4]([O:3][CH3:1])[O:5][CH3:27])=[CH:7][C:8]([NH:25][C@@H:22]([C:19]2[CH:20]=[CH:21][C:16]([Cl:15])=[C:17]([CH3:26])[CH:18]=2)[CH2:23][CH3:24])=[N:9][CH:10]=1. (5) Given the reactants C(OC(N[C@@H](C(C)C)C(O)=O)=O)(C)(C)C.C(OC(NC(C(C)(C)C)C(O)=O)=O)(C)(C)C.NCCO.C(OC(=O)NC(C(=O)NC1C2C(=CC=CC=2)CC1O)C(C)(C)C)(C)(C)C.ClNC(=O)[O-].C([O:69][C:70]([C:72]1([NH:77][C:78]([CH:80]2[CH2:84][CH:83]([O:85][C:86]3[C:95]4[C:90](=[CH:91][C:92]([O:96][CH3:97])=[CH:93][CH:94]=4)[N:89]=[C:88]([C:98]4[CH:103]=[CH:102][CH:101]=[CH:100][CH:99]=4)[CH:87]=3)[CH2:82][N:81]2[C:104](=[O:124])[NH:105][CH:106]([C:111](=[O:123])[NH:112][CH:113]2C3C(=CC=CC=3)C[CH:114]2[OH:122])[C:107](C)([CH3:109])[CH3:108])=[O:79])[CH2:74][CH:73]1[CH:75]=[CH2:76])=[O:71])C, predict the reaction product. The product is: [OH:122][CH2:114][CH2:113][NH:112][C:111]([C@@H:106]([NH:105][C:104]([N:81]1[CH2:82][C@H:83]([O:85][C:86]2[C:95]3[C:90](=[CH:91][C:92]([O:96][CH3:97])=[CH:93][CH:94]=3)[N:89]=[C:88]([C:98]3[CH:99]=[CH:100][CH:101]=[CH:102][CH:103]=3)[CH:87]=2)[CH2:84][C@H:80]1[C:78]([NH:77][C@:72]1([C:70]([OH:71])=[O:69])[CH2:74][C@H:73]1[CH:75]=[CH2:76])=[O:79])=[O:124])[CH:107]([CH3:109])[CH3:108])=[O:123].